Dataset: Reaction yield outcomes from USPTO patents with 853,638 reactions. Task: Predict the reaction yield, written as a fraction of the theoretical maximum amount of product (1.0 means a 100% yield; for example, 0.34 means a 34% yield). (1) The reactants are [F:1][C:2]1[CH:3]=[CH:4][CH:5]=[C:6]2[C:10]=1[NH:9][C:8](=[O:11])[C:7]2=O.C([O:16][C:17]1[C:25]2[C:20](=[CH:21][CH:22]=[CH:23][CH:24]=2)[NH:19][CH:18]=1)(=O)C.C([O-])([O-])=O.[Na+].[Na+]. The catalyst is CO. The product is [CH:23]1[CH:22]=[CH:21][C:20]2[N:19]=[C:18]([C:7]3[C:6]4[CH:5]=[CH:4][CH:3]=[C:2]([F:1])[C:10]=4[NH:9][C:8]=3[OH:11])[C:17](=[O:16])[C:25]=2[CH:24]=1. The yield is 0.770. (2) The yield is 0.0500. The reactants are Cl[C:2]1[N:7]=[C:6]([NH2:8])[N:5]=[C:4]([NH:9][C:10]2[CH:15]=[CH:14][C:13]([O:16][C:17]3[CH:22]=[CH:21][N:20]=[C:19]([CH3:23])[CH:18]=3)=[CH:12][CH:11]=2)[CH:3]=1.[NH2:24][C:25]1[CH:30]=[CH:29][C:28](B2OC(C)(C)C(C)(C)O2)=[CH:27][N:26]=1.C([O-])([O-])=O.[Na+].[Na+]. The product is [NH3:5].[NH2:24][C:25]1[N:26]=[CH:27][C:28]([C:2]2[N:7]=[C:6]([NH2:8])[N:5]=[C:4]([NH:9][C:10]3[CH:15]=[CH:14][C:13]([O:16][C:17]4[CH:22]=[CH:21][N:20]=[C:19]([CH3:23])[CH:18]=4)=[CH:12][CH:11]=3)[CH:3]=2)=[CH:29][CH:30]=1. The catalyst is CN(C=O)C.C1C=CC(P(C2C=CC=CC=2)[C-]2C=CC=C2)=CC=1.C1C=CC(P(C2C=CC=CC=2)[C-]2C=CC=C2)=CC=1.Cl[Pd]Cl.[Fe+2].